From a dataset of Reaction yield outcomes from USPTO patents with 853,638 reactions. Predict the reaction yield, written as a fraction of the theoretical maximum amount of product (1.0 means a 100% yield; for example, 0.34 means a 34% yield). (1) The reactants are [CH:1]1([C@@H:5]([NH:7][S:8]([C:10]([CH3:13])([CH3:12])[CH3:11])=[O:9])[CH3:6])[CH2:4][CH2:3][CH2:2]1.[H-].[Na+].Br[CH2:17][C:18]1[CH:23]=[CH:22][C:21]([Cl:24])=[CH:20][CH:19]=1. The catalyst is CN(C=O)C. The product is [Cl:24][C:21]1[CH:22]=[CH:23][C:18]([CH2:17][N:7]([C@H:5]([CH:1]2[CH2:4][CH2:3][CH2:2]2)[CH3:6])[S:8]([C:10]([CH3:12])([CH3:11])[CH3:13])=[O:9])=[CH:19][CH:20]=1. The yield is 0.560. (2) The reactants are [NH2:1][C:2]1[N:7]=[CH:6][C:5]([C:8]2[CH:16]=[CH:15][C:11]([C:12]([OH:14])=O)=[CH:10][CH:9]=2)=[CH:4][C:3]=1[C:17]1[O:18][C:19]([C:22]2[CH:27]=[CH:26][CH:25]=[CH:24][CH:23]=2)=[N:20][N:21]=1.[C:28]([C:35]1[NH:36][CH:37]=[CH:38][N:39]=1)([C:30]1NC=CN=1)=O.CCN(C(C)C)C(C)C.N1CCCNCC1.CN(C(ON1N=NC2C=CC=CC1=2)=[N+](C)C)C.[B-](F)(F)(F)F. The catalyst is CN(C1C=CN=CC=1)C.CS(C)=O.CCOC(C)=O.O.CN(C=O)C. The product is [NH2:1][C:2]1[N:7]=[CH:6][C:5]([C:8]2[CH:16]=[CH:15][C:11]([C:12]([N:39]3[CH2:30][CH2:28][CH2:35][NH:36][CH2:37][CH2:38]3)=[O:14])=[CH:10][CH:9]=2)=[CH:4][C:3]=1[C:17]1[O:18][C:19]([C:22]2[CH:23]=[CH:24][CH:25]=[CH:26][CH:27]=2)=[N:20][N:21]=1. The yield is 0.330.